Dataset: Catalyst prediction with 721,799 reactions and 888 catalyst types from USPTO. Task: Predict which catalyst facilitates the given reaction. (1) Reactant: [CH2:1]([C:3]1[CH:8]=[CH:7][C:6]([CH:9]2[CH2:14][N:13]([C:15]([N:17]3[CH2:22][CH2:21][S:20][CH2:19][CH2:18]3)=[O:16])[CH2:12][CH:11]([C:23](O)=[O:24])[CH2:10]2)=[CH:5][C:4]=1[F:26])[CH3:2].O[N:28]=[C:29]([O:31][CH2:32][CH3:33])[NH2:30].CN(C(ON1N=NC2C=CC=NC1=2)=[N+](C)C)C.F[P-](F)(F)(F)(F)F.C(N(CC)C(C)C)(C)C. Product: [CH2:32]([O:31][C:29]1[N:30]=[C:23]([CH:11]2[CH2:10][CH:9]([C:6]3[CH:7]=[CH:8][C:3]([CH2:1][CH3:2])=[C:4]([F:26])[CH:5]=3)[CH2:14][N:13]([C:15]([N:17]3[CH2:22][CH2:21][S:20][CH2:19][CH2:18]3)=[O:16])[CH2:12]2)[O:24][N:28]=1)[CH3:33]. The catalyst class is: 3. (2) Reactant: [CH3:1][C:2]1[N:3]=[CH:4][C:5]([C:12]([O:14][CH3:15])=[O:13])=[N:6][C:7]=1[C:8]([F:11])([F:10])[F:9].[Br:16]Br. Product: [Br:16][CH2:1][C:2]1[N:3]=[CH:4][C:5]([C:12]([O:14][CH3:15])=[O:13])=[N:6][C:7]=1[C:8]([F:11])([F:9])[F:10]. The catalyst class is: 15. (3) Reactant: [N:1]1[CH:6]=[CH:5][N:4]=[CH:3][C:2]=1C(O)=O.C1C=CC(P(N=[N+]=[N-])(C2C=CC=CC=2)=[O:17])=CC=1.C([N:29]([CH2:32]C)CC)C.[Cl:34][C:35]1[CH:36]=[CH:37][C:38]2[N:44]3[CH2:45][C@@H:41]([CH2:42][CH2:43]3)[NH:40][C:39]=2[N:46]=1. Product: [Cl:34][C:35]1[CH:36]=[CH:37][C:38]2[N:44]3[CH2:45][C@@H:41]([CH2:42][CH2:43]3)[N:40]([C:32]([NH:29][C:2]3[CH:3]=[N:4][CH:5]=[CH:6][N:1]=3)=[O:17])[C:39]=2[N:46]=1. The catalyst class is: 30. (4) Reactant: C([O:3][CH:4](OCC)[CH2:5][O:6][C:7]1[CH:14]=[CH:13][C:12]([F:15])=[CH:11][C:8]=1[CH:9]=O)C. Product: [F:15][C:12]1[CH:13]=[CH:14][C:7]2[O:6][C:5]([CH:4]=[O:3])=[CH:9][C:8]=2[CH:11]=1. The catalyst class is: 15. (5) Reactant: [F:1][C:2]1[CH:3]=[C:4]2[C:9](=[CH:10][CH:11]=1)[NH:8][C@@H:7]([CH3:12])[CH2:6][C@H:5]2[NH:13][C:14]1[CH:19]=[CH:18][C:17]([F:20])=[CH:16][CH:15]=1.[Cl:21][C:22]1[CH:23]=[C:24]([CH:28]=[CH:29][C:30]=1[F:31])[C:25](Cl)=[O:26]. Product: [Cl:21][C:22]1[CH:23]=[C:24]([CH:28]=[CH:29][C:30]=1[F:31])[C:25]([N:8]1[C:9]2[C:4](=[CH:3][C:2]([F:1])=[CH:11][CH:10]=2)[C@H:5]([NH:13][C:14]2[CH:19]=[CH:18][C:17]([F:20])=[CH:16][CH:15]=2)[CH2:6][C@@H:7]1[CH3:12])=[O:26]. The catalyst class is: 4. (6) Reactant: [Br:1][C:2]1[CH:3]=[C:4]([C:9](=O)[CH3:10])[CH:5]=[CH:6][C:7]=1[F:8].[CH3:12][Mg]Cl.O1CCCC1.C(O)(=O)C.C(=O)([O-])O.[Na+]. Product: [Br:1][C:2]1[CH:3]=[C:4]([C:9]([CH3:10])=[CH2:12])[CH:5]=[CH:6][C:7]=1[F:8]. The catalyst class is: 133.